Task: Predict the reactants needed to synthesize the given product.. Dataset: Full USPTO retrosynthesis dataset with 1.9M reactions from patents (1976-2016) (1) Given the product [Cl:24][C:16]1[CH:15]=[C:14]([O:6][CH:1]2[CH2:5][CH2:4][CH2:3][CH2:2]2)[N+:19]([O-:20])=[C:18]2[CH2:21][CH2:22][CH2:23][C:17]=12, predict the reactants needed to synthesize it. The reactants are: [CH:1]1([OH:6])[CH2:5][CH2:4][CH2:3][CH2:2]1.CC(C)([O-])C.[K+].Cl[C:14]1[N+:19]([O-:20])=[C:18]2[CH2:21][CH2:22][CH2:23][C:17]2=[C:16]([Cl:24])[CH:15]=1. (2) Given the product [F:14][C:15]([F:24])([F:25])[C:16]1[CH:17]=[C:18]([CH:21]=[CH:22][CH:23]=1)[CH2:19][NH:20][C:2]1[C:3](=[O:13])[C:4]2[C:9]([C:10](=[O:12])[CH:11]=1)=[CH:8][CH:7]=[CH:6][CH:5]=2, predict the reactants needed to synthesize it. The reactants are: Br[C:2]1[C:3](=[O:13])[C:4]2[C:9]([C:10](=[O:12])[CH:11]=1)=[CH:8][CH:7]=[CH:6][CH:5]=2.[F:14][C:15]([F:25])([F:24])[C:16]1[CH:17]=[C:18]([CH:21]=[CH:22][CH:23]=1)[CH2:19][NH2:20]. (3) The reactants are: [Cl:1][C:2]1[CH:3]=[C:4]([CH2:9][CH2:10][CH2:11][C:12](O)=[O:13])[CH:5]=[CH:6][C:7]=1[Cl:8].B.C1COCC1. Given the product [Cl:1][C:2]1[CH:3]=[C:4]([CH2:9][CH2:10][CH2:11][CH2:12][OH:13])[CH:5]=[CH:6][C:7]=1[Cl:8], predict the reactants needed to synthesize it.